This data is from Forward reaction prediction with 1.9M reactions from USPTO patents (1976-2016). The task is: Predict the product of the given reaction. (1) Given the reactants [NH2:1][CH:2]1[CH2:7][N:6]([C:8](=[O:20])[C:9]2[CH:14]=[CH:13][CH:12]=[C:11]([C:15]3[O:16][CH:17]=[CH:18][CH:19]=3)[CH:10]=2)[CH2:5][CH:4]([C:21]([NH:23][C:24]2[CH:29]=[CH:28][C:27]([Cl:30])=[CH:26][CH:25]=2)=[O:22])[CH2:3]1.[CH:31](=O)[C:32]1[CH:37]=[CH:36][CH:35]=[CH:34][CH:33]=1.C(O[BH-](OC(=O)C)OC(=O)C)(=O)C.[Na+].ClCCl, predict the reaction product. The product is: [CH2:31]([NH:1][CH:2]1[CH2:7][N:6]([C:8](=[O:20])[C:9]2[CH:14]=[CH:13][CH:12]=[C:11]([C:15]3[O:16][CH:17]=[CH:18][CH:19]=3)[CH:10]=2)[CH2:5][CH:4]([C:21]([NH:23][C:24]2[CH:25]=[CH:26][C:27]([Cl:30])=[CH:28][CH:29]=2)=[O:22])[CH2:3]1)[C:32]1[CH:37]=[CH:36][CH:35]=[CH:34][CH:33]=1. (2) The product is: [O:13]=[C:11]1[C:10]2[C:9]([C:14]([O:16][CH3:17])=[O:15])=[CH:8][CH:7]=[CH:6][C:5]=2[N:4]=[C:3]([CH2:2][N:20]2[CH2:21][CH2:22][CH2:18][CH2:19]2)[NH:12]1. Given the reactants O[CH2:2][C:3]1[NH:12][C:11](=[O:13])[C:10]2[C:9]([C:14]([O:16][CH3:17])=[O:15])=[CH:8][CH:7]=[CH:6][C:5]=2[N:4]=1.[CH3:18][CH2:19][N:20](CC)[CH2:21][CH3:22].C1(C)C=CC(S(Cl)(=O)=O)=CC=1.N1CCCC1, predict the reaction product. (3) The product is: [CH2:31]([NH:37][C:10]1[C:9]2[C:7](=[O:8])[C:5]3[C:4](=[CH:3][CH:2]=[CH:1][CH:6]=3)[C:15](=[O:16])[C:14]=2[C:13]([OH:17])=[CH:12][CH:11]=1)[CH2:32][CH2:33][CH2:34][CH2:35][CH3:36]. Given the reactants [CH:1]1[CH:2]=[CH:3][C:4]2[C:15](=[O:16])[C:14]3[C:9](=[C:10](O)[CH:11]=[CH:12][C:13]=3[OH:17])[C:7](=[O:8])[C:5]=2[CH:6]=1.C(=O)([O-])[O-].[K+].[K+].COCC(O)C.[CH2:31]([NH2:37])[CH2:32][CH2:33][CH2:34][CH2:35][CH3:36], predict the reaction product. (4) The product is: [CH3:4][O:5][C:6](=[O:25])[CH2:7][CH:12]([C:17](=[O:24])[C:18]1[CH:19]=[CH:20][CH:21]=[CH:22][CH:23]=1)[CH2:13][CH2:14][CH2:15][CH3:16]. Given the reactants O.[Na+].[Cl-].[CH3:4][O:5][C:6](=[O:25])[CH:7]([CH:12]([C:17](=[O:24])[C:18]1[CH:23]=[CH:22][CH:21]=[CH:20][CH:19]=1)[CH2:13][CH2:14][CH2:15][CH3:16])C(OC)=O, predict the reaction product. (5) Given the reactants [OH-].[K+].[N+:3]([C:6]1[CH:7]=[C:8]2[C:12](=[CH:13][CH:14]=1)[NH:11][C:10]([C:15]([O:17]CC)=[O:16])=[CH:9]2)([O-:5])=[O:4].[F:20][C:21]1[CH:28]=[CH:27][CH:26]=[C:25]([F:29])[C:22]=1[CH2:23]Cl.Cl, predict the reaction product. The product is: [F:20][C:21]1[CH:28]=[CH:27][CH:26]=[C:25]([F:29])[C:22]=1[CH2:23][N:11]1[C:12]2[C:8](=[CH:7][C:6]([N+:3]([O-:5])=[O:4])=[CH:14][CH:13]=2)[CH:9]=[C:10]1[C:15]([OH:17])=[O:16]. (6) Given the reactants [CH3:1][O:2][C:3](=[O:38])[C:4]1[CH:9]=[CH:8][C:7]([CH2:10][CH:11]([C:20](=[O:37])[N:21]([C:28]2[O:36][C:32]3=[CH:33][CH:34]=[CH:35][C:31]3=[CH:30][CH:29]=2)[C:22]2[CH:27]=[CH:26][CH:25]=[CH:24][CH:23]=2)[CH2:12][C:13]2[CH:18]=[CH:17][C:16](Br)=[CH:15][CH:14]=2)=[CH:6][CH:5]=1.[C:39]1(B(O)O)[CH2:44][CH2:43][CH2:42][CH2:41][CH:40]=1.C(=O)([O-])[O-].[Na+].[Na+], predict the reaction product. The product is: [CH3:1][O:2][C:3](=[O:38])[C:4]1[CH:9]=[CH:8][C:7]([CH2:10][CH:11]([C:20](=[O:37])[N:21]([C:28]2[O:36][C:32]3=[CH:33][CH:34]=[CH:35][C:31]3=[CH:30][CH:29]=2)[C:22]2[CH:27]=[CH:26][CH:25]=[CH:24][CH:23]=2)[CH2:12][C:13]2[CH:18]=[CH:17][C:16]([C:39]3[CH2:44][CH2:43][CH2:42][CH2:41][CH:40]=3)=[CH:15][CH:14]=2)=[CH:6][CH:5]=1.